This data is from Forward reaction prediction with 1.9M reactions from USPTO patents (1976-2016). The task is: Predict the product of the given reaction. Given the reactants [Br:1][C:2]1[C:3]([C@@H:9]2[CH2:13][O:12][CH2:11][C@H:10]2[OH:14])=[C:4]([CH3:8])[S:5][C:6]=1[CH3:7], predict the reaction product. The product is: [Br:1][C:2]1[C:3]([C@H:9]2[CH2:13][O:12][CH2:11][C@@H:10]2[OH:14])=[C:4]([CH3:8])[S:5][C:6]=1[CH3:7].